Predict which catalyst facilitates the given reaction. From a dataset of Catalyst prediction with 721,799 reactions and 888 catalyst types from USPTO. Reactant: [Br:1][C:2]1[CH:3]=[CH:4][C:5]([F:9])=[C:6]([OH:8])[CH:7]=1.Br[CH2:11][CH2:12][CH3:13].C([O-])([O-])=O.[K+].[K+]. Product: [Br:1][C:2]1[CH:3]=[CH:4][C:5]([F:9])=[C:6]([O:8][CH2:11][CH2:12][CH3:13])[CH:7]=1. The catalyst class is: 21.